Task: Predict the product of the given reaction.. Dataset: Forward reaction prediction with 1.9M reactions from USPTO patents (1976-2016) Given the reactants C([N-]C(C)C)(C)C.[Li+].[Cl:9][C:10]1[C:15]([F:16])=[C:14](I)[CH:13]=[CH:12][N:11]=1.[CH3:18][I:19], predict the reaction product. The product is: [Cl:9][C:10]1[C:15]([F:16])=[C:14]([CH3:13])[C:18]([I:19])=[CH:12][N:11]=1.